This data is from Peptide-MHC class II binding affinity with 134,281 pairs from IEDB. The task is: Regression. Given a peptide amino acid sequence and an MHC pseudo amino acid sequence, predict their binding affinity value. This is MHC class II binding data. The peptide sequence is SFFQEIPVFLQEALN. The MHC is DRB1_0101 with pseudo-sequence DRB1_0101. The binding affinity (normalized) is 0.697.